From a dataset of Forward reaction prediction with 1.9M reactions from USPTO patents (1976-2016). Predict the product of the given reaction. The product is: [F:18][C:15]1[CH:16]=[CH:17][C:12]([C:3]2([C:5]3[CH:6]=[CH:7][C:8]([F:11])=[CH:9][CH:10]=3)[O:4][C:33](=[O:34])[NH:1][C@H:2]2[C:19]2[CH:24]=[CH:23][CH:22]=[CH:21][CH:20]=2)=[CH:13][CH:14]=1. Given the reactants [NH2:1][C@@H:2]([C:19]1[CH:24]=[CH:23][CH:22]=[CH:21][CH:20]=1)[C:3]([C:12]1[CH:17]=[CH:16][C:15]([F:18])=[CH:14][CH:13]=1)([C:5]1[CH:10]=[CH:9][C:8]([F:11])=[CH:7][CH:6]=1)[OH:4].C(N(CC)CC)C.Cl[C:33](OC(Cl)(Cl)Cl)=[O:34], predict the reaction product.